Task: Predict the reactants needed to synthesize the given product.. Dataset: Full USPTO retrosynthesis dataset with 1.9M reactions from patents (1976-2016) (1) Given the product [CH3:37][NH:36][C:32]1[N:33]=[CH:34][N:35]=[C:30]([C:2]2[NH:6][C:5]([C:15]3[CH:20]=[C:19]([C:21]([F:24])([F:23])[F:22])[CH:18]=[CH:17][C:16]=3[CH2:25][CH3:26])=[C:4]([C:27]#[N:28])[CH:3]=2)[CH:31]=1, predict the reactants needed to synthesize it. The reactants are: Br[C:2]1[N:6](COCC[Si](C)(C)C)[C:5]([C:15]2[CH:20]=[C:19]([C:21]([F:24])([F:23])[F:22])[CH:18]=[CH:17][C:16]=2[CH2:25][CH3:26])=[C:4]([C:27]#[N:28])[CH:3]=1.Cl[C:30]1[C:31]2C=[CH:37][N:36](COCC[Si](C)(C)C)[C:32]=2[N:33]=[CH:34][N:35]=1. (2) Given the product [Br:23][CH2:6][C:7]1[CH:8]=[C:9]([CH2:13][CH2:14][CH2:15][O:16][CH:17]2[CH2:22][CH2:21][CH2:20][CH2:19][O:18]2)[CH:10]=[CH:11][CH:12]=1, predict the reactants needed to synthesize it. The reactants are: CS(O[CH2:6][C:7]1[CH:12]=[CH:11][CH:10]=[C:9]([CH2:13][CH2:14][CH2:15][O:16][CH:17]2[CH2:22][CH2:21][CH2:20][CH2:19][O:18]2)[CH:8]=1)(=O)=O.[Br-:23].[Li+].C(=O)(O)[O-].[Na+]. (3) Given the product [N:11]1([S:8]([C:5]2[CH:6]=[CH:7][C:2]([N:20]3[C:21]4[CH2:22][CH2:23][CH2:24][CH2:25][C:26]=4[C:18]([C:17]([F:16])([F:28])[F:27])=[N:19]3)=[CH:3][CH:4]=2)(=[O:10])=[O:9])[CH2:15][CH2:14][CH2:13][CH2:12]1, predict the reactants needed to synthesize it. The reactants are: I[C:2]1[CH:7]=[CH:6][C:5]([S:8]([N:11]2[CH2:15][CH2:14][CH2:13][CH2:12]2)(=[O:10])=[O:9])=[CH:4][CH:3]=1.[F:16][C:17]([F:28])([F:27])[C:18]1[C:26]2[CH2:25][CH2:24][CH2:23][CH2:22][C:21]=2[NH:20][N:19]=1. (4) Given the product [CH3:30][N:28]([CH3:29])[C:27]([CH:22]1[CH2:23][CH:24]([O:26][S:10]([C:7]2[CH:6]=[CH:5][C:4]([N+:1]([O-:3])=[O:2])=[CH:9][CH:8]=2)(=[O:11])=[O:12])[CH2:25][NH:21]1)=[O:31], predict the reactants needed to synthesize it. The reactants are: [N+:1]([C:4]1[CH:9]=[CH:8][C:7]([S:10](Cl)(=[O:12])=[O:11])=[CH:6][CH:5]=1)([O-:3])=[O:2].C(OC([N:21]1[CH2:25][C@H:24]([OH:26])[CH2:23][C@H:22]1[C:27](=[O:31])[N:28]([CH3:30])[CH3:29])=O)(C)(C)C.N1C=CC=CC=1. (5) Given the product [CH2:2]([NH:6][CH2:7][C@@H:8]1[O:9][C@:14]([OH:15])([CH2:16][OH:17])[C@@H:12]([OH:13])[C@@H:10]1[OH:11])[CH2:3][CH2:4][CH3:5], predict the reactants needed to synthesize it. The reactants are: Cl.[CH2:2]([NH:6][CH2:7][C@@H:8]([C@H:10]([C@@H:12]([C@@H:14]([CH2:16][OH:17])[OH:15])[OH:13])[OH:11])[OH:9])[CH2:3][CH2:4][CH3:5].C(NC[C@@H]([C@H]([C@@H]([C@@H](CO)O)O)O)O)CCC. (6) The reactants are: [CH2:1]([C:8]1[C:19](=[O:20])[N:18]([CH:21]2[CH2:25][CH2:24][CH2:23][CH2:22]2)[C:11]2[N:12]=[C:13]([S:16][CH3:17])[N:14]=[CH:15][C:10]=2[CH:9]=1)[C:2]1[CH:7]=[CH:6][CH:5]=[CH:4][CH:3]=1.CC[O:28]C(C)=O.C(Cl)Cl. Given the product [CH2:1]([C:8]1[C:19](=[O:20])[N:18]([CH:21]2[CH2:25][CH2:24][CH2:23][CH2:22]2)[C:11]2[N:12]=[C:13]([S:16]([CH3:17])=[O:28])[N:14]=[CH:15][C:10]=2[CH:9]=1)[C:2]1[CH:3]=[CH:4][CH:5]=[CH:6][CH:7]=1, predict the reactants needed to synthesize it.